Dataset: Reaction yield outcomes from USPTO patents with 853,638 reactions. Task: Predict the reaction yield, written as a fraction of the theoretical maximum amount of product (1.0 means a 100% yield; for example, 0.34 means a 34% yield). (1) The reactants are [NH2:1][C:2]1[C:7]([NH2:8])=[C:6]([NH:9][C@@H:10]2[C@@H:15]3[CH2:16][C@@H:12]([CH:13]=[CH:14]3)[C@@H:11]2[C:17]([NH2:19])=[O:18])[C:5]([Br:20])=[CH:4][N:3]=1.[CH3:21][N:22]([CH3:33])[C:23]1[CH:30]=[CH:29][C:26]([CH:27]=O)=[C:25]([O:31][CH3:32])[CH:24]=1. No catalyst specified. The product is [Br:20][C:5]1[C:6]([NH:9][C@@H:10]2[C@@H:15]3[CH2:16][C@@H:12]([CH:13]=[CH:14]3)[C@@H:11]2[C:17]([NH2:19])=[O:18])=[C:7]2[N:8]=[C:27]([C:26]3[CH:29]=[CH:30][C:23]([N:22]([CH3:33])[CH3:21])=[CH:24][C:25]=3[O:31][CH3:32])[NH:1][C:2]2=[N:3][CH:4]=1. The yield is 0.430. (2) The reactants are [CH3:1][S:2]([C:5]1[C:6]([C:15](Cl)=[O:16])=[N:7][CH:8]=[C:9]([C:11]([F:14])([F:13])[F:12])[CH:10]=1)(=[O:4])=[O:3].[CH3:18][NH:19][C:20]1[CH:21]=[N:22][C:23]([C:27]([F:30])([F:29])[F:28])=[CH:24][C:25]=1[NH2:26]. The catalyst is C1(C)C=CC=CC=1.O. The product is [CH3:18][NH:19][C:20]1[C:25]([NH:26][C:15]([C:6]2[C:5]([S:2]([CH3:1])(=[O:4])=[O:3])=[CH:10][C:9]([C:11]([F:14])([F:13])[F:12])=[CH:8][N:7]=2)=[O:16])=[CH:24][C:23]([C:27]([F:28])([F:29])[F:30])=[N:22][CH:21]=1. The yield is 0.400. (3) The product is [CH3:7][N:8]1[CH2:12][CH2:11][CH:10]([O:13][C:15]2[CH:20]=[CH:19][C:18]([N+:21]([O-:23])=[O:22])=[CH:17][CH:16]=2)[CH2:9]1. The catalyst is C1COCC1. The yield is 0.440. The reactants are CC(C)([O-])C.[K+].[CH3:7][N:8]1[CH2:12][CH2:11][CH:10]([OH:13])[CH2:9]1.F[C:15]1[CH:20]=[CH:19][C:18]([N+:21]([O-:23])=[O:22])=[CH:17][CH:16]=1. (4) The catalyst is O1CCCC1. The yield is 0.870. The product is [F:1][C:2]1[CH:3]=[CH:4][C:5]([C:8]2[O:12][N:11]=[CH:10][C:9]=2[CH2:13][CH2:14][CH2:15][OH:16])=[CH:6][CH:7]=1. The reactants are [F:1][C:2]1[CH:7]=[CH:6][C:5]([C:8]2[O:12][N:11]=[CH:10][C:9]=2[CH2:13][CH2:14][C:15](OC)=[O:16])=[CH:4][CH:3]=1.[H-].C([Al+]CC(C)C)C(C)C.Cl. (5) The reactants are [OH:1][C:2]1[CH:11]=[C:10]2[C:5]([C:6]([NH:12][C:13]3[CH:14]=[C:15]4[C:19](=[CH:20][CH:21]=3)[NH:18][C:17]([CH3:22])=[CH:16]4)=[N:7][CH:8]=[N:9]2)=[CH:4][C:3]=1[O:23][CH3:24].O[CH2:26][CH2:27][CH2:28][N:29]1[CH:33]=[CH:32][N:31]=[C:30]1[CH3:34]. No catalyst specified. The product is [CH3:24][O:23][C:3]1[CH:4]=[C:5]2[C:10](=[CH:11][C:2]=1[O:1][CH2:26][CH2:27][CH2:28][N:29]1[CH:33]=[CH:32][N:31]=[C:30]1[CH3:34])[N:9]=[CH:8][N:7]=[C:6]2[NH:12][C:13]1[CH:14]=[C:15]2[C:19](=[CH:20][CH:21]=1)[NH:18][C:17]([CH3:22])=[CH:16]2. The yield is 0.370.